Task: Predict the product of the given reaction.. Dataset: Forward reaction prediction with 1.9M reactions from USPTO patents (1976-2016) (1) Given the reactants [Br:1][C:2]1[C:3]([F:12])=[C:4]([F:11])[C:5](F)=[C:6]([CH:9]=1)[CH:7]=[O:8].C(N(CC)CC)C.[CH3:20][CH:21]1[O:26][CH:25]([CH3:27])[CH2:24][NH:23][CH2:22]1, predict the reaction product. The product is: [Br:1][C:2]1[C:3]([F:12])=[C:4]([F:11])[C:5]([N:23]2[CH2:22][C@@H:21]([CH3:20])[O:26][C@@H:25]([CH3:27])[CH2:24]2)=[C:6]([CH:9]=1)[CH:7]=[O:8]. (2) Given the reactants [O:1]=[C:2]1[CH:7]=[CH:6][C:5]([C:8]2[O:12][N:11]=[C:10]([C:13]3[CH:18]=[CH:17][C:16]([C:19]([CH3:25])([CH3:24])[C:20]([F:23])([F:22])[F:21])=[CH:15][CH:14]=3)[N:9]=2)=[CH:4][N:3]1[CH2:26][C:27]1[CH:28]=[C:29]([CH:33]=[CH:34][CH:35]=1)[C:30](Cl)=[O:31].[NH:36]1[CH2:41][CH2:40][O:39][CH2:38][CH2:37]1, predict the reaction product. The product is: [N:36]1([C:30]([C:29]2[CH:28]=[C:27]([CH:35]=[CH:34][CH:33]=2)[CH2:26][N:3]2[CH:4]=[C:5]([C:8]3[O:12][N:11]=[C:10]([C:13]4[CH:18]=[CH:17][C:16]([C:19]([CH3:24])([CH3:25])[C:20]([F:23])([F:22])[F:21])=[CH:15][CH:14]=4)[N:9]=3)[CH:6]=[CH:7][C:2]2=[O:1])=[O:31])[CH2:41][CH2:40][O:39][CH2:38][CH2:37]1. (3) Given the reactants [NH:1]1[C:14]2[C:5](=[C:6]3[C:11](=[CH:12][CH:13]=2)[CH2:10][CH2:9][CH:8]([CH2:15][OH:16])[O:7]3)[CH2:4][CH2:3][CH2:2]1, predict the reaction product. The product is: [N:1]1[C:14]2[C:5](=[C:6]3[C:11](=[CH:12][CH:13]=2)[CH2:10][CH2:9][CH:8]([CH2:15][OH:16])[O:7]3)[CH:4]=[CH:3][CH:2]=1.